The task is: Predict the reactants needed to synthesize the given product.. This data is from Full USPTO retrosynthesis dataset with 1.9M reactions from patents (1976-2016). (1) Given the product [F:2][C:3]1[CH:11]=[C:10]2[C:6]([C:7]([C:21]3[CH:22]=[N:23][N:24]([CH:26]4[CH2:31][CH2:30][N:29]([C:37](=[O:38])[CH2:36][CH2:35][C:34]([O:33][CH3:32])=[O:40])[CH2:28][CH2:27]4)[CH:25]=3)=[CH:8][N:9]2[S:12]([C:15]2[CH:16]=[CH:17][CH:18]=[CH:19][CH:20]=2)(=[O:13])=[O:14])=[CH:5][CH:4]=1, predict the reactants needed to synthesize it. The reactants are: Cl.[F:2][C:3]1[CH:11]=[C:10]2[C:6]([C:7]([C:21]3[CH:22]=[N:23][N:24]([CH:26]4[CH2:31][CH2:30][NH:29][CH2:28][CH2:27]4)[CH:25]=3)=[CH:8][N:9]2[S:12]([C:15]2[CH:20]=[CH:19][CH:18]=[CH:17][CH:16]=2)(=[O:14])=[O:13])=[CH:5][CH:4]=1.[CH3:32][O:33][C:34](=[O:40])[CH2:35][CH2:36][C:37](O)=[O:38]. (2) Given the product [CH3:12][O:11][C:8]1[CH:9]=[CH:10][C:5]([C:3]2[N:21]=[C:22]3[N:27]=[C:26]([CH3:28])[CH:25]=[C:24]([CH3:29])[N:23]3[C:2]=2[C:13]2[CH:18]=[CH:17][C:16]([S:19][CH3:20])=[CH:15][CH:14]=2)=[CH:6][CH:7]=1, predict the reactants needed to synthesize it. The reactants are: Br[CH:2]([C:13]1[CH:18]=[CH:17][C:16]([S:19][CH3:20])=[CH:15][CH:14]=1)[C:3]([C:5]1[CH:10]=[CH:9][C:8]([O:11][CH3:12])=[CH:7][CH:6]=1)=O.[NH2:21][C:22]1[N:27]=[C:26]([CH3:28])[CH:25]=[C:24]([CH3:29])[N:23]=1.